From a dataset of Full USPTO retrosynthesis dataset with 1.9M reactions from patents (1976-2016). Predict the reactants needed to synthesize the given product. (1) Given the product [CH3:1][C:2]1[CH:7]=[CH:6][C:5]([C:8]2[O:9][C:10]([CH3:13])=[N:11][N:12]=2)=[CH:4][C:3]=1[C:14]1[CH:19]=[CH:18][C:17]([C:20]([NH:48][CH2:47][CH:46]([CH3:45])[CH2:49][CH3:50])=[O:22])=[CH:16][CH:15]=1, predict the reactants needed to synthesize it. The reactants are: [CH3:1][C:2]1[CH:7]=[CH:6][C:5]([C:8]2[O:9][C:10]([CH3:13])=[N:11][N:12]=2)=[CH:4][C:3]=1[C:14]1[CH:19]=[CH:18][C:17]([C:20]([OH:22])=O)=[CH:16][CH:15]=1.C1C=CC2N(O)N=NC=2C=1.Cl.CN(C)CCCN=C=NCC.[CH3:45][CH:46]([CH2:49][CH3:50])[CH2:47][NH2:48]. (2) The reactants are: O1CCCC1.CC1C=CC(C(C)C)=CC=1.[F:16][C:17]([F:26])([F:25])[C:18](=[O:24])[CH2:19][C:20]([O:22][CH3:23])=[O:21]. Given the product [F:16][C:17]([F:25])([F:26])[CH:18]([OH:24])[CH2:19][C:20]([O:22][CH3:23])=[O:21], predict the reactants needed to synthesize it. (3) The reactants are: [OH-].[K+].[Br:3][C:4]1[CH:5]=[C:6]2[C:11]([NH:12][C@@H:13]3[CH2:17][CH2:16][C@:15]([CH3:22])([C:18]([O:20]C)=[O:19])[C:14]3([CH3:24])[CH3:23])=[C:10]([C:25](=[O:27])[NH2:26])[CH:9]=[N:8][N:7]2[CH:28]=1. Given the product [Br:3][C:4]1[CH:5]=[C:6]2[C:11]([NH:12][C@@H:13]3[CH2:17][CH2:16][C@:15]([CH3:22])([C:18]([OH:20])=[O:19])[C:14]3([CH3:24])[CH3:23])=[C:10]([C:25](=[O:27])[NH2:26])[CH:9]=[N:8][N:7]2[CH:28]=1, predict the reactants needed to synthesize it. (4) Given the product [CH2:33]([N:35]([CH2:36][CH3:37])[CH2:3][CH:2]([OH:1])[CH2:4][O:5][C:6]1[CH:7]=[C:8]([N:12]2[C:16]3[CH:17]=[CH:18][CH:19]=[CH:20][C:15]=3[C:14](=[N:21][C:22]3[CH:27]=[CH:26][CH:25]=[C:24]([C:28]([F:29])([F:31])[F:30])[CH:23]=3)[C:13]2=[O:32])[CH:9]=[CH:10][CH:11]=1)[CH3:34], predict the reactants needed to synthesize it. The reactants are: [O:1]1[CH2:3][CH:2]1[CH2:4][O:5][C:6]1[CH:7]=[C:8]([N:12]2[C:16]3[CH:17]=[CH:18][CH:19]=[CH:20][C:15]=3[C:14](=[N:21][C:22]3[CH:27]=[CH:26][CH:25]=[C:24]([C:28]([F:31])([F:30])[F:29])[CH:23]=3)[C:13]2=[O:32])[CH:9]=[CH:10][CH:11]=1.[CH2:33]([NH:35][CH2:36][CH3:37])[CH3:34]. (5) Given the product [CH3:37][C:30]1[CH:29]=[CH:28][C:27]([C:2]#[C:1][C:3]2[CH:4]=[N:5][N:6]3[C:11]([C:12]([F:14])([F:13])[F:15])=[CH:10][C:9]([C:16]4[CH:21]=[CH:20][C:19]([C:22]([F:25])([F:24])[F:23])=[CH:18][CH:17]=4)=[N:8][C:7]=23)=[CH:32][C:31]=1[S:33]([NH2:36])(=[O:35])=[O:34], predict the reactants needed to synthesize it. The reactants are: [C:1]([C:3]1[CH:4]=[N:5][N:6]2[C:11]([C:12]([F:15])([F:14])[F:13])=[CH:10][C:9]([C:16]3[CH:21]=[CH:20][C:19]([C:22]([F:25])([F:24])[F:23])=[CH:18][CH:17]=3)=[N:8][C:7]=12)#[CH:2].Br[C:27]1[CH:28]=[CH:29][C:30]([CH3:37])=[C:31]([S:33]([NH2:36])(=[O:35])=[O:34])[CH:32]=1. (6) Given the product [Cl:14][C:11]1[CH:12]=[CH:13][C:4]([CH2:3][O:22][C:18]2[CH:19]=[CH:20][CH:21]=[C:16]([F:15])[CH:17]=2)=[C:5]([CH:10]=1)[C:6]([O:8][CH3:9])=[O:7], predict the reactants needed to synthesize it. The reactants are: BrC[CH2:3][C:4]1[CH:13]=[CH:12][C:11]([Cl:14])=[CH:10][C:5]=1[C:6]([O:8][CH3:9])=[O:7].[F:15][C:16]1[CH:17]=[C:18]([OH:22])[CH:19]=[CH:20][CH:21]=1. (7) Given the product [S:1]1[CH2:6][CH2:5][CH:4]([CH2:7][CH2:8][OH:9])[CH2:3][CH2:2]1, predict the reactants needed to synthesize it. The reactants are: [S:1]1[CH2:6][CH2:5][CH:4]([CH2:7][C:8](OCC)=[O:9])[CH2:3][CH2:2]1.[H-].[Al+3].[Li+].[H-].[H-].[H-].[H][H]. (8) Given the product [CH2:1]([N:3]1[N:7]=[C:6]([CH:8]2[CH2:9][CH2:10][N:11]([C:14]3[CH:15]=[CH:16][C:17]([NH:20][CH2:21][C:22]4[O:23][C:24]([N+:27]([O-:29])=[O:28])=[CH:25][CH:26]=4)=[CH:18][CH:19]=3)[CH2:12][CH2:13]2)[O:5][C:4]1=[O:30])[CH3:2], predict the reactants needed to synthesize it. The reactants are: [CH2:1]([N:3]1[N:7]=[C:6]([CH:8]2[CH2:13][CH2:12][N:11]([C:14]3[CH:19]=[CH:18][C:17](/[N:20]=[CH:21]/[C:22]4[O:23][C:24]([N+:27]([O-:29])=[O:28])=[CH:25][CH:26]=4)=[CH:16][CH:15]=3)[CH2:10][CH2:9]2)[O:5][C:4]1=[O:30])[CH3:2].C([BH3-])#N.[Na+].C(=O)(O)[O-].[Na+]. (9) Given the product [F:28][C:11]1[CH:10]=[C:9]([C:6]2[CH:5]=[CH:4][N:3]=[C:2]3[NH:1][C:32]([C@@H:29]4[CH2:30][C@H:31]4[C:9]4[CH:27]=[CH:26][CH:12]=[CH:11][CH:10]=4)=[N:8][C:7]=23)[CH:27]=[CH:26][C:12]=1[CH2:13][NH:14][C:15]([C:17]1[O:21][N:20]=[C:19]([C:22]([CH3:23])([CH3:24])[CH3:25])[N:18]=1)=[O:16], predict the reactants needed to synthesize it. The reactants are: [NH2:1][C:2]1[C:7]([NH2:8])=[C:6]([C:9]2[CH:27]=[CH:26][C:12]([CH2:13][NH:14][C:15]([C:17]3[O:21][N:20]=[C:19]([C:22]([CH3:25])([CH3:24])[CH3:23])[N:18]=3)=[O:16])=[C:11]([F:28])[CH:10]=2)[CH:5]=[CH:4][N:3]=1.[CH:29]1([CH:32]=O)[CH2:31][CH2:30]1.